Predict which catalyst facilitates the given reaction. From a dataset of Catalyst prediction with 721,799 reactions and 888 catalyst types from USPTO. (1) Reactant: [O:1]1[CH2:6][CH2:5][C:4](=O)[CH2:3][CH2:2]1.[C-:8]#[N:9].[K+].[OH-].[NH4+:12].[Cl-].[NH4+]. Product: [NH2:12][C:4]1([C:8]#[N:9])[CH2:5][CH2:6][O:1][CH2:2][CH2:3]1. The catalyst class is: 5. (2) Reactant: [CH2:1]1[C@@H:3](N)[C@@H:2]1[C:5]1[CH:10]=[CH:9][CH:8]=[CH:7][CH:6]=1.[OH-:11].[K+].[OH2:13]. Product: [C:5]1([C:2]2([CH2:3][C:1]([OH:13])=[O:11])[CH2:6][CH2:5][CH2:2][CH2:1][CH2:3]2)[CH:6]=[CH:7][CH:8]=[CH:9][CH:10]=1. The catalyst class is: 196. (3) Reactant: [CH3:1][O:2][C:3]1[C:4]([CH3:12])=[C:5]([CH:9]=[CH:10][CH:11]=1)[C:6]([OH:8])=O.[NH:13]1[CH2:18][CH2:17][O:16][CH2:15][CH2:14]1.ON1C2C=CC=CC=2N=N1.Cl.C(N=C=NCCCN(C)C)C. Product: [CH3:1][O:2][C:3]1[C:4]([CH3:12])=[C:5]([CH:9]=[CH:10][CH:11]=1)[C:6]([N:13]1[CH2:18][CH2:17][O:16][CH2:15][CH2:14]1)=[O:8]. The catalyst class is: 4. (4) Reactant: [CH2:1]([N:8]([CH3:17])[CH2:9][CH2:10][CH:11]1[CH2:16][CH2:15][NH:14][CH2:13][CH2:12]1)[C:2]1[CH:7]=[CH:6][CH:5]=[CH:4][CH:3]=1.Br.Br[C:20]1[CH:25]=[CH:24][N:23]=[CH:22][CH:21]=1.CCN(C(C)C)C(C)C. Product: [CH2:1]([N:8]([CH3:17])[CH2:9][CH2:10][CH:11]1[CH2:16][CH2:15][N:14]([C:20]2[CH:25]=[CH:24][N:23]=[CH:22][CH:21]=2)[CH2:13][CH2:12]1)[C:2]1[CH:7]=[CH:6][CH:5]=[CH:4][CH:3]=1. The catalyst class is: 51. (5) Reactant: [F:1][C:2]1[CH:18]=[CH:17][C:16]([C:19]2[CH:24]=[CH:23][CH:22]=[C:21]([F:25])[CH:20]=2)=[CH:15][C:3]=1[C:4]([NH:6][C:7]1[CH:12]=[CH:11][CH:10]=[C:9]([O:13][CH3:14])[CH:8]=1)=O. Product: [F:1][C:2]1[CH:18]=[CH:17][C:16]([C:19]2[CH:24]=[CH:23][CH:22]=[C:21]([F:25])[CH:20]=2)=[CH:15][C:3]=1[CH2:4][NH:6][C:7]1[CH:12]=[CH:11][CH:10]=[C:9]([O:13][CH3:14])[CH:8]=1. The catalyst class is: 1. (6) Reactant: [F:1][C:2]1([S:14]([C:17]2[CH:22]=[CH:21][CH:20]=[C:19]([C:23]([F:26])([F:25])[F:24])[CH:18]=2)(=[O:16])=[O:15])[CH2:7][CH2:6][C:5]([CH3:13])([C:8](OCC)=[O:9])[CH2:4][CH2:3]1.[H-].[H-].[H-].[H-].[Li+].[Al+3]. Product: [F:1][C:2]1([S:14]([C:17]2[CH:22]=[CH:21][CH:20]=[C:19]([C:23]([F:24])([F:25])[F:26])[CH:18]=2)(=[O:16])=[O:15])[CH2:3][CH2:4][C:5]([CH2:8][OH:9])([CH3:13])[CH2:6][CH2:7]1. The catalyst class is: 1. (7) Reactant: [NH2:1][C:2]1[C:31]([Br:32])=[CH:30][C:5]([CH2:6][C@H:7]([C:16]([N:18]2[CH2:23][CH2:22][CH:21]([N:24]3[CH2:29][CH2:28][CH2:27][CH2:26][CH2:25]3)[CH2:20][CH2:19]2)=O)[NH:8][C:9]([O:11][C:12]([CH3:15])([CH3:14])[CH3:13])=[O:10])=[CH:4][C:3]=1[Br:33].[BH4-].[Na+].C(O)(=O)C. Product: [NH2:1][C:2]1[C:31]([Br:32])=[CH:30][C:5]([CH2:6][C@@H:7]([NH:8][C:9]([O:11][C:12]([CH3:14])([CH3:13])[CH3:15])=[O:10])[CH2:16][N:18]2[CH2:19][CH2:20][CH:21]([N:24]3[CH2:25][CH2:26][CH2:27][CH2:28][CH2:29]3)[CH2:22][CH2:23]2)=[CH:4][C:3]=1[Br:33]. The catalyst class is: 12. (8) Reactant: [C:1]([O:5][C:6]([N:8]1[CH2:13][CH2:12][CH:11]([N:14]2[C:18]3[CH:19]=[CH:20][CH:21]=[CH:22][C:17]=3[NH:16][C:15]2=[O:23])[CH2:10][CH2:9]1)=[O:7])([CH3:4])([CH3:3])[CH3:2].Br[CH2:25][CH2:26][CH2:27][Cl:28].C(=O)([O-])[O-].[Cs+].[Cs+]. Product: [C:1]([O:5][C:6]([N:8]1[CH2:13][CH2:12][CH:11]([N:14]2[C:18]3[CH:19]=[CH:20][CH:21]=[CH:22][C:17]=3[N:16]([CH2:25][CH2:26][CH2:27][Cl:28])[C:15]2=[O:23])[CH2:10][CH2:9]1)=[O:7])([CH3:4])([CH3:2])[CH3:3]. The catalyst class is: 21. (9) Reactant: [Cl:1][C:2]1[CH:7]=[CH:6][C:5]([C@@H:8]([OH:29])[CH2:9][N:10]([C@H:18]2[CH2:27][CH2:26][C:25]3[C:20](=[CH:21][C:22]([OH:28])=[CH:23][CH:24]=3)[CH2:19]2)[C:11](=[O:17])[O:12][C:13]([CH3:16])([CH3:15])[CH3:14])=[CH:4][CH:3]=1.N1C(C)=CC=CC=1C.[F:38][C:39]([F:52])([F:51])[S:40](O[S:40]([C:39]([F:52])([F:51])[F:38])(=[O:42])=[O:41])(=[O:42])=[O:41].N. Product: [F:38][C:39]([F:52])([F:51])[S:40]([O:28][C:22]1[CH:23]=[CH:24][C:25]2[CH2:26][CH2:27][C@H:18]([N:10]([C:11]([O:12][C:13]([CH3:16])([CH3:14])[CH3:15])=[O:17])[CH2:9][C@@H:8]([C:5]3[CH:6]=[CH:7][C:2]([Cl:1])=[CH:3][CH:4]=3)[OH:29])[CH2:19][C:20]=2[CH:21]=1)(=[O:42])=[O:41]. The catalyst class is: 4.